Dataset: Full USPTO retrosynthesis dataset with 1.9M reactions from patents (1976-2016). Task: Predict the reactants needed to synthesize the given product. (1) Given the product [CH2:1]([O:3][C:4](=[O:20])[C:5]([CH3:6])([O:8][C:9]1[CH:14]=[CH:13][C:12]([O:15][CH2:16][CH2:17][NH:18][C:35]([C:32]2[CH:31]=[CH:30][C:29]([C:25]3[CH:26]=[CH:27][CH:28]=[C:23]([C:22]([F:21])([F:38])[F:39])[CH:24]=3)=[CH:34][CH:33]=2)=[O:36])=[CH:11][C:10]=1[CH3:19])[CH3:7])[CH3:2], predict the reactants needed to synthesize it. The reactants are: [CH2:1]([O:3][C:4](=[O:20])[C:5]([O:8][C:9]1[CH:14]=[CH:13][C:12]([O:15][CH2:16][CH2:17][NH2:18])=[CH:11][C:10]=1[CH3:19])([CH3:7])[CH3:6])[CH3:2].[F:21][C:22]([F:39])([F:38])[C:23]1[CH:24]=[C:25]([C:29]2[CH:34]=[CH:33][C:32]([C:35](O)=[O:36])=[CH:31][CH:30]=2)[CH:26]=[CH:27][CH:28]=1. (2) Given the product [NH2:1][C:2]1[C:7]([O:8][CH2:9][CH:10]2[CH2:11][CH2:12][N:13]([C:16]3[N:21]=[C:20]([O:22][CH2:23][C:24]4([C:27]#[N:28])[CH2:26][CH2:25]4)[N:19]=[C:18]([C:54]([NH:44][C@@H:42]([CH3:43])[C:41]([F:46])([F:45])[F:40])=[O:55])[N:17]=3)[CH2:14][CH2:15]2)=[CH:6][C:5]([C:34]2[N:35]=[CH:36][N:37]([CH3:39])[CH:38]=2)=[CH:4][N:3]=1, predict the reactants needed to synthesize it. The reactants are: [NH2:1][C:2]1[C:7]([O:8][CH2:9][CH:10]2[CH2:15][CH2:14][N:13]([C:16]3[N:21]=[C:20]([O:22][CH2:23][C:24]4([C:27]#[N:28])[CH2:26][CH2:25]4)[N:19]=[C:18](C(C#N)C#N)[N:17]=3)[CH2:12][CH2:11]2)=[CH:6][C:5]([C:34]2[N:35]=[CH:36][N:37]([CH3:39])[CH:38]=2)=[CH:4][N:3]=1.[F:40][C:41]([F:46])([F:45])[C@@H:42]([NH2:44])[CH3:43].C1C=C(Cl)C=C([C:54](OO)=[O:55])C=1. (3) The reactants are: [NH2:1][C:2]1[C:3]2[CH:16]=[C:15]([CH:17]([OH:20])CO)[S:14][C:4]=2[N:5]=[C:6]([C:8]2[S:9][CH:10]=[C:11]([CH3:13])[N:12]=2)[N:7]=1.C([O-])(O)=O.[Na+]. Given the product [NH2:1][C:2]1[C:3]2[CH:16]=[C:15]([CH:17]=[O:20])[S:14][C:4]=2[N:5]=[C:6]([C:8]2[S:9][CH:10]=[C:11]([CH3:13])[N:12]=2)[N:7]=1, predict the reactants needed to synthesize it. (4) The reactants are: [C:1]([C@H:3]1[C@H:8]2[CH2:9][C@H:7]2[C@H:6]2[C@H:10]3[C@H:20]([CH2:21][CH2:22][C@:4]12[CH3:5])[C@:18]1([CH3:19])[C:13](=[CH:14][C:15](=[O:23])[CH2:16][CH2:17]1)[CH2:12][CH2:11]3)#[N:2].S(Cl)([Cl:27])(=O)=O.C(=O)([O-])O.[Na+].O. Given the product [Cl:27][C:14]1[C:15](=[O:23])[CH2:16][CH2:17][C@@:18]2([CH3:19])[C:13]=1[CH2:12][CH2:11][C@@H:10]1[C@@H:20]2[CH2:21][CH2:22][C@@:4]2([CH3:5])[C@H:6]1[C@@H:7]1[CH2:9][C@@H:8]1[C@@H:3]2[C:1]#[N:2], predict the reactants needed to synthesize it. (5) Given the product [CH3:1][C:2]1[CH:3]=[N:4][N:5]([CH:7]2[CH2:12][CH2:11][CH2:10][CH2:9][O:8]2)[C:6]=1[Sn:27]([CH2:28][CH2:29][CH2:30][CH3:31])([CH2:32][CH2:33][CH2:34][CH3:35])[CH2:23][CH2:24][CH2:25][CH3:26], predict the reactants needed to synthesize it. The reactants are: [CH3:1][C:2]1[CH:3]=[N:4][N:5]([CH:7]2[CH2:12][CH2:11][CH2:10][CH2:9][O:8]2)[CH:6]=1.O1CCCC1.C([Li])CCC.[CH2:23]([Sn:27](Cl)([CH2:32][CH2:33][CH2:34][CH3:35])[CH2:28][CH2:29][CH2:30][CH3:31])[CH2:24][CH2:25][CH3:26]. (6) Given the product [C:1]([O:5][C:6]([N:8]1[CH2:9][CH2:10][C:11](=[O:14])[C:12](=[CH:20][N:21]([CH3:23])[CH3:22])[CH2:13]1)=[O:7])([CH3:4])([CH3:2])[CH3:3], predict the reactants needed to synthesize it. The reactants are: [C:1]([O:5][C:6]([N:8]1[CH2:13][CH2:12][C:11](=[O:14])[CH2:10][CH2:9]1)=[O:7])([CH3:4])([CH3:3])[CH3:2].C(O[CH:20](N(C)C)[N:21]([CH3:23])[CH3:22])(C)(C)C. (7) The reactants are: Cl[C:2]1[CH:10]=[CH:9][C:5]([C:6]([OH:8])=[O:7])=[CH:4][C:3]=1[N+:11]([O-])=O.C1(N)CC1.[Cl:18][C:19]1[CH:56]=[CH:55][C:22]([C:23]2[C:28]([C:29]3[CH:38]=[CH:37][C:36]4[C:31](=[CH:32][CH:33]=[C:34]([C:39]5N(CC)C6C=C[C:48](C(O)=O)=[CH:49][C:41]=6[N:40]=5)[CH:35]=4)[N:30]=3)=[CH:27][C:26]([O:53][CH3:54])=[CH:25][CH:24]=2)=[CH:21][CH:20]=1. Given the product [Cl:18][C:19]1[CH:20]=[CH:21][C:22]([C:23]2[C:28]([C:29]3[CH:38]=[CH:37][C:36]4[C:31](=[CH:32][CH:33]=[C:34]([C:39]5[N:40]([CH:41]6[CH2:49][CH2:48]6)[C:2]6[CH:10]=[CH:9][C:5]([C:6]([OH:8])=[O:7])=[CH:4][C:3]=6[N:11]=5)[CH:35]=4)[N:30]=3)=[CH:27][C:26]([O:53][CH3:54])=[CH:25][CH:24]=2)=[CH:55][CH:56]=1, predict the reactants needed to synthesize it. (8) Given the product [Cl:45][C:42]1[N:36]=[CH:38][C:39]([C:40]2[N:7]([CH:6]([CH:18]3[CH2:19][CH2:20][CH2:21][CH2:22][CH2:23]3)[C:31]([OH:33])=[O:32])[C:8]3[CH:13]=[C:12]([F:14])[C:11]([F:15])=[CH:10][C:9]=3[N:16]=2)=[CH:44][CH:43]=1, predict the reactants needed to synthesize it. The reactants are: C(O[C:6](=O)[NH:7][C:8]1[CH:13]=[C:12]([F:14])[C:11]([F:15])=[CH:10][C:9]=1[NH2:16])(C)(C)C.[CH:18]1(C=O)[CH2:23][CH2:22][CH2:21][CH2:20][CH2:19]1.ClC1C=CC([C:31]([OH:33])=[O:32])=CN=1.[N+:36]([CH2:38][C:39]1[CH:44]=[CH:43][CH:42]=C[CH:40]=1)#[C-].[ClH:45].N([O-])=O.[Na+].[Li+].[OH-].